This data is from Catalyst prediction with 721,799 reactions and 888 catalyst types from USPTO. The task is: Predict which catalyst facilitates the given reaction. (1) Reactant: [CH3:1][O:2][C:3]1[C:8]([O:9][CH2:10][CH2:11][O:12][CH3:13])=[CH:7][CH:6]=[CH:5][C:4]=1[CH2:14]O.N1C=CC=CC=1.S(Cl)([Cl:24])=O.O. Product: [Cl:24][CH2:14][C:4]1[CH:5]=[CH:6][CH:7]=[C:8]([O:9][CH2:10][CH2:11][O:12][CH3:13])[C:3]=1[O:2][CH3:1]. The catalyst class is: 7. (2) Reactant: [CH2:1]([NH:13][C:14]([C:16]1[CH:17]=[CH:18][CH:19]=[C:20]2[C:24]=1[NH:23][C:22](=[O:25])[C:21]2=O)=[O:15])[CH2:2][CH2:3][CH2:4][CH2:5][CH2:6][CH2:7][CH2:8][CH2:9][CH2:10][CH2:11][CH3:12].[OH:27][C:28]1[CH:37]=[CH:36][C:31]([C:32]([NH:34][NH2:35])=[O:33])=[CH:30][CH:29]=1. Product: [CH2:1]([NH:13][C:14]([C:16]1[CH:17]=[CH:18][CH:19]=[C:20]2[C:24]=1[NH:23][C:22](=[O:25])[C:21]2=[N:35][NH:34][C:32](=[O:33])[C:31]1[CH:36]=[CH:37][C:28]([OH:27])=[CH:29][CH:30]=1)=[O:15])[CH2:2][CH2:3][CH2:4][CH2:5][CH2:6][CH2:7][CH2:8][CH2:9][CH2:10][CH2:11][CH3:12]. The catalyst class is: 15.